This data is from Reaction yield outcomes from USPTO patents with 853,638 reactions. The task is: Predict the reaction yield, written as a fraction of the theoretical maximum amount of product (1.0 means a 100% yield; for example, 0.34 means a 34% yield). The reactants are [CH3:1][C:2]1[CH:7]=[CH:6][C:5]([S:8]([NH:11][C:12]2[CH:22]=[CH:21][C:15]3[CH2:16][CH2:17][NH:18][CH2:19][CH2:20][C:14]=3[CH:13]=2)(=[O:10])=[O:9])=[CH:4][CH:3]=1.C(N(CC)CC)C.[C:30]1([CH3:42])[CH:35]=[CH:34][C:33]([S:36]([N:39]=[C:40]=[O:41])(=[O:38])=[O:37])=[CH:32][CH:31]=1. The catalyst is ClCCl. The product is [CH3:42][C:30]1[CH:35]=[CH:34][C:33]([S:36]([NH:39][C:40]([N:18]2[CH2:17][CH2:16][C:15]3[CH:21]=[CH:22][C:12]([NH:11][S:8]([C:5]4[CH:4]=[CH:3][C:2]([CH3:1])=[CH:7][CH:6]=4)(=[O:9])=[O:10])=[CH:13][C:14]=3[CH2:20][CH2:19]2)=[O:41])(=[O:38])=[O:37])=[CH:32][CH:31]=1. The yield is 0.460.